This data is from Forward reaction prediction with 1.9M reactions from USPTO patents (1976-2016). The task is: Predict the product of the given reaction. (1) Given the reactants [CH3:1][O:2][C:3]1[CH:14]=[CH:13][C:6]2[C:7](=[O:12])[NH:8][CH2:9][CH2:10][CH2:11][C:5]=2[CH:4]=1.[H-].[Na+].[CH2:17](I)[CH3:18], predict the reaction product. The product is: [CH2:17]([N:8]1[CH2:9][CH2:10][CH2:11][C:5]2[CH:4]=[C:3]([O:2][CH3:1])[CH:14]=[CH:13][C:6]=2[C:7]1=[O:12])[CH3:18]. (2) Given the reactants C([O:3][C:4](=[O:26])[CH2:5][CH:6]1[O:10][B:9]([OH:11])[C:8]2[CH:12]=[C:13]([O:17][C:18]3[C:23]([C:24]#[N:25])=[N:22][CH:21]=[CH:20][N:19]=3)[CH:14]=[C:15]([CH3:16])[C:7]1=2)C.[Li+].[OH-].Cl, predict the reaction product. The product is: [C:24]([C:23]1[C:18]([O:17][C:13]2[CH:14]=[C:15]([CH3:16])[C:7]3[CH:6]([CH2:5][C:4]([OH:26])=[O:3])[O:10][B:9]([OH:11])[C:8]=3[CH:12]=2)=[N:19][CH:20]=[CH:21][N:22]=1)#[N:25]. (3) Given the reactants CC1(C)C(C)(C)OB([C:9]2[CH:14]=[CH:13][C:12]([C:15]3[C:28]4[C:29]5=[C:30]6[C:25](=[CH:26][CH:27]=4)[CH:24]=[CH:23][C:22]([C:31]4[CH:36]=[CH:35][CH:34]=[CH:33][CH:32]=4)=[C:21]6[CH:20]=[CH:19][C:18]5=[CH:17][CH:16]=3)=[CH:11][CH:10]=2)O1.Br[C:39]1[CH:40]=[CH:41][C:42]2[C:43]3[C:48]([C:49]4[CH:50]=[CH:51][CH:52]=[CH:53][C:54]=4[C:55]=2[CH:56]=1)=[CH:47][C:46]1=[CH:57][C:58]2[C:63]([C:62]([CH3:65])([CH3:64])[CH:61]=[CH:60][CH:59]=2)=[C:45]1[CH:44]=3.C([O-])([O-])=O.[Na+].[Na+].CCO, predict the reaction product. The product is: [CH3:64][C:62]1([CH3:65])[C:63]2[C:58]([CH:57]=[C:46]3[C:45]=2[CH:44]=[C:43]2[C:48]([C:49]4[CH:50]=[CH:51][CH:52]=[CH:53][C:54]=4[C:55]4[CH:56]=[C:39]([C:34]5[CH:33]=[CH:32][C:31]([C:22]6[C:21]7[C:30]8=[C:29]9[C:18](=[CH:19][CH:20]=7)[CH:17]=[CH:16][C:15]([C:12]7[CH:13]=[CH:14][CH:9]=[CH:10][CH:11]=7)=[C:28]9[CH:27]=[CH:26][C:25]8=[CH:24][CH:23]=6)=[CH:36][CH:35]=5)[CH:40]=[CH:41][C:42]=42)=[CH:47]3)=[CH:59][CH:60]=[CH:61]1.